This data is from Reaction yield outcomes from USPTO patents with 853,638 reactions. The task is: Predict the reaction yield, written as a fraction of the theoretical maximum amount of product (1.0 means a 100% yield; for example, 0.34 means a 34% yield). (1) The reactants are [CH3:1][O:2][C:3]1[CH:12]=[CH:11][C:6]2[CH:7]=[C:8]([CH3:10])[O:9][C:5]=2[CH:4]=1.[CH:13]1([C:19](Cl)=[O:20])[CH2:18][CH2:17][CH2:16][CH2:15][CH2:14]1.[N+](C)([O-])=O.[Cl-].[Al+3].[Cl-].[Cl-]. The catalyst is O. The product is [CH:13]1([C:19]([C:7]2[C:6]3[CH:11]=[CH:12][C:3]([O:2][CH3:1])=[CH:4][C:5]=3[O:9][C:8]=2[CH3:10])=[O:20])[CH2:18][CH2:17][CH2:16][CH2:15][CH2:14]1. The yield is 0.470. (2) The reactants are [Cl-].[Li+].Cl[C:4]1[CH:9]=[C:8]([C:10]2[C:11]3[N:12]([C:26]([CH2:29][CH3:30])=[CH:27][CH:28]=3)[N:13]=[C:14]([CH3:25])[C:15]=2[CH2:16][CH2:17][CH2:18][CH2:19][C:20]([O:22][CH2:23][CH3:24])=[O:21])[CH:7]=[CH:6][N:5]=1.[CH2:31]([Sn](CCCC)(CCCC)C=C)[CH2:32]CC.[F-].[K+]. The catalyst is O1CCOCC1.C1C=CC([P]([Pd]([P](C2C=CC=CC=2)(C2C=CC=CC=2)C2C=CC=CC=2)([P](C2C=CC=CC=2)(C2C=CC=CC=2)C2C=CC=CC=2)[P](C2C=CC=CC=2)(C2C=CC=CC=2)C2C=CC=CC=2)(C2C=CC=CC=2)C2C=CC=CC=2)=CC=1.O. The product is [CH2:29]([C:26]1[N:12]2[N:13]=[C:14]([CH3:25])[C:15]([CH2:16][CH2:17][CH2:18][CH2:19][C:20]([O:22][CH2:23][CH3:24])=[O:21])=[C:10]([C:8]3[CH:7]=[CH:6][N:5]=[C:4]([CH:31]=[CH2:32])[CH:9]=3)[C:11]2=[CH:28][CH:27]=1)[CH3:30]. The yield is 0.283. (3) The reactants are [Cl:1][C:2]1[CH:7]=[CH:6][C:5]([C:8]2[C:12]3[CH2:13][N:14]([S:17]([CH3:20])(=[O:19])=[O:18])[CH2:15][CH2:16][C:11]=3[N:10]([CH2:21][CH2:22][CH2:23][N:24]3[CH2:29][CH2:28][O:27][CH2:26][CH2:25]3)[N:9]=2)=[CH:4][C:3]=1[C:30]#[C:31][C:32]1[CH:39]=[CH:38][C:35]([CH2:36][NH2:37])=[CH:34][CH:33]=1.[CH:40](=O)[C:41]1[CH:46]=[CH:45][CH:44]=[CH:43][CH:42]=1.[BH-](OC(C)=O)(OC(C)=O)OC(C)=O.[Na+]. The catalyst is C(Cl)Cl. The product is [CH2:40]([NH:37][CH2:36][C:35]1[CH:34]=[CH:33][C:32]([C:31]#[C:30][C:3]2[CH:4]=[C:5]([C:8]3[C:12]4[CH2:13][N:14]([S:17]([CH3:20])(=[O:18])=[O:19])[CH2:15][CH2:16][C:11]=4[N:10]([CH2:21][CH2:22][CH2:23][N:24]4[CH2:25][CH2:26][O:27][CH2:28][CH2:29]4)[N:9]=3)[CH:6]=[CH:7][C:2]=2[Cl:1])=[CH:39][CH:38]=1)[C:41]1[CH:46]=[CH:45][CH:44]=[CH:43][CH:42]=1. The yield is 0.250. (4) The reactants are [CH3:1][O:2][C:3]1[CH:31]=[C:30]([O:32][CH3:33])[CH:29]=[CH:28][C:4]=1[CH2:5][NH:6][C:7]1[C:8]2[CH:15]=[CH:14][N:13]([C@H:16]3[C@@H:20]4[O:21][C:22]([CH3:25])([CH3:24])[O:23][C@@H:19]4[C@@H:18]([CH2:26]O)[O:17]3)[C:9]=2[N:10]=[CH:11][N:12]=1.C1(P(C2C=CC=CC=2)C2C=CC=CC=2)C=CC=CC=1.N(C(OC(C)C)=O)=NC(OC(C)C)=O.C1C=CC(OP(OC2C=CC=CC=2)([N:76]=[N+:77]=[N-:78])=O)=CC=1.C1C=CC(P(N=[N+]=[N-])(C2C=CC=CC=2)=O)=CC=1. The catalyst is O1CCCC1. The product is [N:76]([CH2:26][C@@H:18]1[C@H:19]2[O:23][C:22]([CH3:24])([CH3:25])[O:21][C@H:20]2[C@H:16]([N:13]2[C:9]3[N:10]=[CH:11][N:12]=[C:7]([NH:6][CH2:5][C:4]4[CH:28]=[CH:29][C:30]([O:32][CH3:33])=[CH:31][C:3]=4[O:2][CH3:1])[C:8]=3[CH:15]=[CH:14]2)[O:17]1)=[N+:77]=[N-:78]. The yield is 0.830. (5) The reactants are [CH3:1][O:2][C:3]1[CH:4]=[C:5]([C:15](=O)[CH3:16])[CH:6]=[N:7][C:8]=1[O:9][CH2:10][C:11]([F:14])([F:13])[F:12].[CH3:18][C:19]([S@:22]([NH2:24])=[O:23])([CH3:21])[CH3:20]. No catalyst specified. The product is [CH3:1][O:2][C:3]1[CH:4]=[C:5]([CH:15]([NH:24][S@@:22]([C:19]([CH3:21])([CH3:20])[CH3:18])=[O:23])[CH3:16])[CH:6]=[N:7][C:8]=1[O:9][CH2:10][C:11]([F:14])([F:13])[F:12]. The yield is 0.830. (6) The reactants are [N:1]1([C:7]([O:9][C:10]([CH3:13])([CH3:12])[CH3:11])=[O:8])[CH2:6][CH2:5][NH:4][CH2:3][CH2:2]1.[CH:14]([S:16]([CH3:19])(=[O:18])=[O:17])=[CH2:15].C([O-])([O-])=O.[Na+].[Na+].O. The catalyst is C(#N)C. The product is [CH3:19][S:16]([CH2:14][CH2:15][N:4]1[CH2:5][CH2:6][N:1]([C:7]([O:9][C:10]([CH3:13])([CH3:12])[CH3:11])=[O:8])[CH2:2][CH2:3]1)(=[O:18])=[O:17]. The yield is 0.930. (7) The reactants are Br[CH2:2][C:3](=[CH2:8])[C:4]([O:6][CH3:7])=[O:5].[C:9](=O)([O-])[O-:10].[K+].[K+].C[O-].[Na+]. The catalyst is CO. The product is [CH3:9][O:10][CH2:2][C:3](=[CH2:8])[C:4]([O:6][CH3:7])=[O:5]. The yield is 0.580.